Dataset: NCI-60 drug combinations with 297,098 pairs across 59 cell lines. Task: Regression. Given two drug SMILES strings and cell line genomic features, predict the synergy score measuring deviation from expected non-interaction effect. (1) Cell line: NCI-H522. Drug 1: CN1CCC(CC1)COC2=C(C=C3C(=C2)N=CN=C3NC4=C(C=C(C=C4)Br)F)OC. Synergy scores: CSS=3.95, Synergy_ZIP=-6.91, Synergy_Bliss=-1.52, Synergy_Loewe=-10.1, Synergy_HSA=-2.58. Drug 2: C(CCl)NC(=O)N(CCCl)N=O. (2) Drug 1: C1CN1P(=S)(N2CC2)N3CC3. Drug 2: C1C(C(OC1N2C=NC3=C(N=C(N=C32)Cl)N)CO)O. Cell line: RPMI-8226. Synergy scores: CSS=13.1, Synergy_ZIP=-5.02, Synergy_Bliss=2.59, Synergy_Loewe=0.744, Synergy_HSA=4.30. (3) Synergy scores: CSS=-2.98, Synergy_ZIP=-4.98, Synergy_Bliss=-4.44, Synergy_Loewe=-32.0, Synergy_HSA=-7.20. Cell line: SK-MEL-28. Drug 1: CN(C)N=NC1=C(NC=N1)C(=O)N. Drug 2: CCC1=C2CN3C(=CC4=C(C3=O)COC(=O)C4(CC)O)C2=NC5=C1C=C(C=C5)O. (4) Drug 2: C1CCC(CC1)NC(=O)N(CCCl)N=O. Drug 1: C1CC(=O)NC(=O)C1N2CC3=C(C2=O)C=CC=C3N. Cell line: OVCAR-5. Synergy scores: CSS=14.2, Synergy_ZIP=-3.10, Synergy_Bliss=1.12, Synergy_Loewe=0.668, Synergy_HSA=0.701. (5) Drug 1: CC1C(C(=O)NC(C(=O)N2CCCC2C(=O)N(CC(=O)N(C(C(=O)O1)C(C)C)C)C)C(C)C)NC(=O)C3=C4C(=C(C=C3)C)OC5=C(C(=O)C(=C(C5=N4)C(=O)NC6C(OC(=O)C(N(C(=O)CN(C(=O)C7CCCN7C(=O)C(NC6=O)C(C)C)C)C)C(C)C)C)N)C. Drug 2: C1=CC=C(C(=C1)C(C2=CC=C(C=C2)Cl)C(Cl)Cl)Cl. Cell line: HCT-15. Synergy scores: CSS=-1.57, Synergy_ZIP=0.379, Synergy_Bliss=-5.11, Synergy_Loewe=-3.24, Synergy_HSA=-5.61. (6) Drug 1: CC(CN1CC(=O)NC(=O)C1)N2CC(=O)NC(=O)C2. Drug 2: CC1CCC2CC(C(=CC=CC=CC(CC(C(=O)C(C(C(=CC(C(=O)CC(OC(=O)C3CCCCN3C(=O)C(=O)C1(O2)O)C(C)CC4CCC(C(C4)OC)OCCO)C)C)O)OC)C)C)C)OC. Cell line: 786-0. Synergy scores: CSS=8.52, Synergy_ZIP=-9.54, Synergy_Bliss=-13.0, Synergy_Loewe=-10.6, Synergy_HSA=-8.40. (7) Drug 1: C1=CC(=C2C(=C1NCCNCCO)C(=O)C3=C(C=CC(=C3C2=O)O)O)NCCNCCO. Drug 2: CC1CCC2CC(C(=CC=CC=CC(CC(C(=O)C(C(C(=CC(C(=O)CC(OC(=O)C3CCCCN3C(=O)C(=O)C1(O2)O)C(C)CC4CCC(C(C4)OC)O)C)C)O)OC)C)C)C)OC. Cell line: COLO 205. Synergy scores: CSS=60.4, Synergy_ZIP=3.67, Synergy_Bliss=2.00, Synergy_Loewe=6.46, Synergy_HSA=7.24. (8) Drug 1: CC1OCC2C(O1)C(C(C(O2)OC3C4COC(=O)C4C(C5=CC6=C(C=C35)OCO6)C7=CC(=C(C(=C7)OC)O)OC)O)O. Drug 2: CNC(=O)C1=NC=CC(=C1)OC2=CC=C(C=C2)NC(=O)NC3=CC(=C(C=C3)Cl)C(F)(F)F. Cell line: UACC-257. Synergy scores: CSS=34.8, Synergy_ZIP=-1.33, Synergy_Bliss=-3.60, Synergy_Loewe=-13.5, Synergy_HSA=-3.92. (9) Drug 1: C1=CC(=CC=C1C#N)C(C2=CC=C(C=C2)C#N)N3C=NC=N3. Drug 2: C1CC(C1)(C(=O)O)C(=O)O.[NH2-].[NH2-].[Pt+2]. Cell line: A498. Synergy scores: CSS=4.83, Synergy_ZIP=-2.77, Synergy_Bliss=-4.84, Synergy_Loewe=0.624, Synergy_HSA=-2.13. (10) Drug 1: C1=NC2=C(N1)C(=S)N=CN2. Drug 2: CC1=C(C(=O)C2=C(C1=O)N3CC4C(C3(C2COC(=O)N)OC)N4)N. Cell line: SNB-19. Synergy scores: CSS=39.0, Synergy_ZIP=-2.03, Synergy_Bliss=-0.0609, Synergy_Loewe=2.97, Synergy_HSA=3.71.